This data is from Full USPTO retrosynthesis dataset with 1.9M reactions from patents (1976-2016). The task is: Predict the reactants needed to synthesize the given product. Given the product [CH2:1]([O:8][CH2:9][CH2:10][O:11][C:12]1[CH:17]=[CH:16][CH:15]=[CH:14][C:13]=1[CH:18]1[CH2:23][N:22]([C:36](=[O:42])[N:53]([OH:54])[CH3:52])[CH2:21][CH2:20][CH:19]1[C:24]1[CH:25]=[CH:26][C:27]([O:30][CH3:31])=[CH:28][CH:29]=1)[C:2]1[CH:7]=[CH:6][CH:5]=[CH:4][CH:3]=1, predict the reactants needed to synthesize it. The reactants are: [CH2:1]([O:8][CH2:9][CH2:10][O:11][C:12]1[CH:17]=[CH:16][CH:15]=[CH:14][C:13]=1[CH:18]1[CH2:23][NH:22][CH2:21][CH2:20][CH:19]1[C:24]1[CH:29]=[CH:28][C:27]([O:30][CH3:31])=[CH:26][CH:25]=1)[C:2]1[CH:7]=[CH:6][CH:5]=[CH:4][CH:3]=1.ClC(Cl)(O[C:36](=[O:42])OC(Cl)(Cl)Cl)Cl.C(N(CC)CC)C.Cl.[CH3:52][NH:53][OH:54].